Dataset: Forward reaction prediction with 1.9M reactions from USPTO patents (1976-2016). Task: Predict the product of the given reaction. The product is: [Cl:19][C:16]1[CH:17]=[CH:18][C:11]2[CH2:10][CH2:9][NH:8][CH2:14][CH2:13][C:12]=2[C:15]=1[CH2:20][S:21][C:22]1[CH:27]=[CH:26][C:25]([C:28]2[N:29]=[C:30]([NH:33][CH2:34][CH:35]3[CH2:37][CH2:36]3)[S:31][CH:32]=2)=[CH:24][N:23]=1. Given the reactants C(OC([N:8]1[CH2:14][CH2:13][C:12]2[C:15]([CH2:20][S:21][C:22]3[CH:27]=[CH:26][C:25]([C:28]4[N:29]=[C:30]([NH:33][CH2:34][CH:35]5[CH2:37][CH2:36]5)[S:31][CH:32]=4)=[CH:24][N:23]=3)=[C:16]([Cl:19])[CH:17]=[CH:18][C:11]=2[CH2:10][CH2:9]1)=O)(C)(C)C.FC(F)(F)C(O)=O, predict the reaction product.